From a dataset of Catalyst prediction with 721,799 reactions and 888 catalyst types from USPTO. Predict which catalyst facilitates the given reaction. (1) Reactant: Br[C:2]1[CH:3]=[N:4][N:5]([C:7]2[CH:12]=[CH:11][C:10]([O:13][CH3:14])=[CH:9][CH:8]=2)[CH:6]=1.C([Li])CCC.CCCCCC.CN(C)[CH:28]=[O:29]. Product: [CH3:14][O:13][C:10]1[CH:11]=[CH:12][C:7]([N:5]2[CH:6]=[C:2]([CH:28]=[O:29])[CH:3]=[N:4]2)=[CH:8][CH:9]=1. The catalyst class is: 7. (2) Reactant: [CH2:1]([N:4]1[CH2:9][CH2:8][O:7][C:6]2[CH:10]=[CH:11][C:12]([C:15]3[N:20]4[N:21]=[C:22]([C:24]5[CH:29]=[CH:28][CH:27]=[C:26](Br)[CH:25]=5)[CH:23]=[C:19]4[N:18]=[C:17]([CH3:31])[C:16]=3[C@H:32]([O:37][C:38]([CH3:41])([CH3:40])[CH3:39])[C:33]([O:35][CH3:36])=[O:34])=[C:13]([Cl:14])[C:5]1=2)[CH:2]=[CH2:3].CC1(C)C(C)(C)OB([C:50]2[CH:51]=[C:52]([OH:56])[CH:53]=[CH:54][CH:55]=2)O1.C([O-])([O-])=O.[Na+].[Na+].O. Product: [CH2:1]([N:4]1[CH2:9][CH2:8][O:7][C:6]2[CH:10]=[CH:11][C:12]([C:15]3[N:20]4[N:21]=[C:22]([C:24]5[CH:25]=[C:26]([C:50]6[CH:55]=[CH:54][CH:53]=[C:52]([OH:56])[CH:51]=6)[CH:27]=[CH:28][CH:29]=5)[CH:23]=[C:19]4[N:18]=[C:17]([CH3:31])[C:16]=3[C@H:32]([O:37][C:38]([CH3:41])([CH3:40])[CH3:39])[C:33]([O:35][CH3:36])=[O:34])=[C:13]([Cl:14])[C:5]1=2)[CH:2]=[CH2:3]. The catalyst class is: 3. (3) Reactant: [Br:1][C:2]1[CH:3]=[C:4]([C:8]([C:11]2[CH:15]=[C:14]([CH2:16][OH:17])[S:13][CH:12]=2)([OH:10])[CH3:9])[CH:5]=[CH:6][CH:7]=1.C([O-])(O)=O.[Na+].CC(OI1(OC(C)=O)(OC(C)=O)OC(=O)C2C=CC=CC1=2)=O. Product: [Br:1][C:2]1[CH:3]=[C:4]([C:8]([C:11]2[CH:15]=[C:14]([CH:16]=[O:17])[S:13][CH:12]=2)([OH:10])[CH3:9])[CH:5]=[CH:6][CH:7]=1. The catalyst class is: 2. (4) The catalyst class is: 23. Reactant: [NH2:1][C:2]1[CH:3]=[CH:4][C:5]2[CH2:9][O:8][B:7]([OH:10])[C:6]=2[CH:11]=1.C(=O)([O-])[O-].[K+].[K+].[C:18]([NH:21][C:22]1[N:27]=[CH:26][C:25]([S:28](Cl)(=[O:30])=[O:29])=[C:24]([Cl:32])[CH:23]=1)(=[O:20])[CH3:19]. Product: [Cl:32][C:24]1[C:25]([S:28](=[O:29])(=[O:30])[NH:1][C:2]2[CH:3]=[CH:4][C:5]3[CH2:9][O:8][B:7]([OH:10])[C:6]=3[CH:11]=2)=[CH:26][N:27]=[C:22]([NH:21][C:18](=[O:20])[CH3:19])[CH:23]=1.